From a dataset of Reaction yield outcomes from USPTO patents with 853,638 reactions. Predict the reaction yield, written as a fraction of the theoretical maximum amount of product (1.0 means a 100% yield; for example, 0.34 means a 34% yield). (1) The reactants are [O:1]1[CH2:5][CH:4]=[CH:3][CH2:2]1.[CH2:6]([OH:10])[CH2:7][CH2:8][OH:9].C(COC)OC.[I:17]N1C(=O)CCC1=O. No catalyst specified. The product is [I:17][CH:4]1[CH2:5][O:1][CH2:2][CH:3]1[O:9][CH2:8][CH2:7][CH2:6][OH:10]. The yield is 0.450. (2) The reactants are [CH:1]1([N:8]2[C:12]3[N:13]=[C:14]([NH:17][C:18]4[CH:26]=[CH:25][C:21]([C:22]([OH:24])=O)=[CH:20][N:19]=4)[N:15]=[CH:16][C:11]=3[CH:10]=[C:9]2[C:27](=[O:31])[N:28]([CH3:30])[CH3:29])[CH2:7][CH2:6][CH2:5][CH2:4][CH2:3][CH2:2]1.[Li+].[Cl-].[OH:34][CH:35]1[C@H:40]2[CH2:41][NH:42][CH2:43][C@@H:36]1[CH2:37][N:38]([C:44]([O:46][C:47]([CH3:50])([CH3:49])[CH3:48])=[O:45])[CH2:39]2. No catalyst specified. The product is [CH:1]1([N:8]2[C:12]3[N:13]=[C:14]([NH:17][C:18]4[CH:26]=[CH:25][C:21]([C:22]([N:42]5[CH2:41][C@H:40]6[CH:35]([OH:34])[C@H:36]([CH2:37][N:38]([C:44]([O:46][C:47]([CH3:50])([CH3:49])[CH3:48])=[O:45])[CH2:39]6)[CH2:43]5)=[O:24])=[CH:20][N:19]=4)[N:15]=[CH:16][C:11]=3[CH:10]=[C:9]2[C:27](=[O:31])[N:28]([CH3:29])[CH3:30])[CH2:2][CH2:3][CH2:4][CH2:5][CH2:6][CH2:7]1. The yield is 0.830. (3) The reactants are [F:1][C:2]1[CH:3]=[CH:4][C:5]([C:8]2[C:12]([C:13](O)=[O:14])=[CH:11][O:10][N:9]=2)=[N:6][CH:7]=1.N1C=CC=CC=1C1C(C(O)=O)=CON=1. No catalyst specified. The product is [F:1][C:2]1[CH:3]=[CH:4][C:5]([C:8]2[C:12]([CH2:13][OH:14])=[CH:11][O:10][N:9]=2)=[N:6][CH:7]=1. The yield is 0.700. (4) The reactants are [CH2:1]([C@H:8]1[CH2:12][O:11][C:10](=[O:13])[NH:9]1)[C:2]1[CH:7]=[CH:6][CH:5]=[CH:4][CH:3]=1.C([Li])CCC.[C:19](Cl)(=[O:24])[CH2:20][CH2:21][CH2:22][CH3:23]. The catalyst is C1COCC1.[NH4+].[Cl-].C(OCC)(=O)C. The product is [CH2:1]([C@H:8]1[CH2:12][O:11][C:10](=[O:13])[N:9]1[C:19](=[O:24])[CH2:20][CH2:21][CH2:22][CH3:23])[C:2]1[CH:3]=[CH:4][CH:5]=[CH:6][CH:7]=1. The yield is 0.990.